Dataset: NCI-60 drug combinations with 297,098 pairs across 59 cell lines. Task: Regression. Given two drug SMILES strings and cell line genomic features, predict the synergy score measuring deviation from expected non-interaction effect. (1) Drug 1: CNC(=O)C1=NC=CC(=C1)OC2=CC=C(C=C2)NC(=O)NC3=CC(=C(C=C3)Cl)C(F)(F)F. Drug 2: CCC1(CC2CC(C3=C(CCN(C2)C1)C4=CC=CC=C4N3)(C5=C(C=C6C(=C5)C78CCN9C7C(C=CC9)(C(C(C8N6C)(C(=O)OC)O)OC(=O)C)CC)OC)C(=O)OC)O.OS(=O)(=O)O. Cell line: UACC-257. Synergy scores: CSS=5.38, Synergy_ZIP=1.26, Synergy_Bliss=4.43, Synergy_Loewe=3.77, Synergy_HSA=2.57. (2) Drug 1: CC12CCC(CC1=CCC3C2CCC4(C3CC=C4C5=CN=CC=C5)C)O. Drug 2: C1=NC2=C(N1)C(=S)N=CN2. Cell line: DU-145. Synergy scores: CSS=10.4, Synergy_ZIP=-10.3, Synergy_Bliss=-15.2, Synergy_Loewe=-26.7, Synergy_HSA=-16.1. (3) Drug 1: CC1=CC2C(CCC3(C2CCC3(C(=O)C)OC(=O)C)C)C4(C1=CC(=O)CC4)C. Drug 2: COC1=C2C(=CC3=C1OC=C3)C=CC(=O)O2. Cell line: PC-3. Synergy scores: CSS=-7.96, Synergy_ZIP=1.32, Synergy_Bliss=-3.40, Synergy_Loewe=-4.80, Synergy_HSA=-6.74. (4) Synergy scores: CSS=52.1, Synergy_ZIP=-0.800, Synergy_Bliss=1.17, Synergy_Loewe=-2.30, Synergy_HSA=-0.0703. Drug 2: C1CN(CCN1C(=O)CCBr)C(=O)CCBr. Drug 1: C1=CC(=CC=C1CCCC(=O)O)N(CCCl)CCCl. Cell line: 786-0. (5) Drug 1: CC1=C(C=C(C=C1)NC(=O)C2=CC=C(C=C2)CN3CCN(CC3)C)NC4=NC=CC(=N4)C5=CN=CC=C5. Drug 2: CCC1(C2=C(COC1=O)C(=O)N3CC4=CC5=C(C=CC(=C5CN(C)C)O)N=C4C3=C2)O.Cl. Cell line: HOP-92. Synergy scores: CSS=12.5, Synergy_ZIP=-9.77, Synergy_Bliss=-7.61, Synergy_Loewe=-13.2, Synergy_HSA=-5.13. (6) Drug 1: CN(C)N=NC1=C(NC=N1)C(=O)N. Drug 2: CC1CCC2CC(C(=CC=CC=CC(CC(C(=O)C(C(C(=CC(C(=O)CC(OC(=O)C3CCCCN3C(=O)C(=O)C1(O2)O)C(C)CC4CCC(C(C4)OC)O)C)C)O)OC)C)C)C)OC. Cell line: NCIH23. Synergy scores: CSS=12.2, Synergy_ZIP=-6.73, Synergy_Bliss=-4.41, Synergy_Loewe=-16.9, Synergy_HSA=-3.17. (7) Drug 1: C1=CC(=CC=C1CCCC(=O)O)N(CCCl)CCCl. Drug 2: CS(=O)(=O)CCNCC1=CC=C(O1)C2=CC3=C(C=C2)N=CN=C3NC4=CC(=C(C=C4)OCC5=CC(=CC=C5)F)Cl. Cell line: NCI-H460. Synergy scores: CSS=13.8, Synergy_ZIP=-9.79, Synergy_Bliss=-10.6, Synergy_Loewe=-8.15, Synergy_HSA=-9.54. (8) Drug 2: CCN(CC)CCNC(=O)C1=C(NC(=C1C)C=C2C3=C(C=CC(=C3)F)NC2=O)C. Cell line: DU-145. Synergy scores: CSS=33.1, Synergy_ZIP=6.14, Synergy_Bliss=-0.843, Synergy_Loewe=-6.91, Synergy_HSA=-0.416. Drug 1: C1=CC=C(C=C1)NC(=O)CCCCCCC(=O)NO. (9) Drug 1: C1=NNC2=C1C(=O)NC=N2. Drug 2: COC1=C2C(=CC3=C1OC=C3)C=CC(=O)O2. Cell line: OVCAR3. Synergy scores: CSS=12.1, Synergy_ZIP=2.56, Synergy_Bliss=7.25, Synergy_Loewe=4.82, Synergy_HSA=4.59. (10) Drug 1: CNC(=O)C1=CC=CC=C1SC2=CC3=C(C=C2)C(=NN3)C=CC4=CC=CC=N4. Drug 2: CCCCCOC(=O)NC1=NC(=O)N(C=C1F)C2C(C(C(O2)C)O)O. Cell line: MOLT-4. Synergy scores: CSS=22.9, Synergy_ZIP=10.7, Synergy_Bliss=5.58, Synergy_Loewe=-8.29, Synergy_HSA=5.58.